Predict the reactants needed to synthesize the given product. From a dataset of Full USPTO retrosynthesis dataset with 1.9M reactions from patents (1976-2016). Given the product [F:29][C:4]1[CH:3]=[C:2]([S:81][CH2:82][CH2:83][C:84]([O:86][CH3:87])=[O:85])[CH:28]=[CH:27][C:5]=1[O:6][CH:7]1[CH2:11][CH2:10][N:9]([CH:12]2[CH2:17][CH2:16][N:15]([C:18]3[S:22][N:21]=[C:20]([CH:23]([CH3:25])[CH3:24])[N:19]=3)[CH2:14][CH2:13]2)[C:8]1=[O:26], predict the reactants needed to synthesize it. The reactants are: Br[C:2]1[CH:28]=[CH:27][C:5]([O:6][CH:7]2[CH2:11][CH2:10][N:9]([CH:12]3[CH2:17][CH2:16][N:15]([C:18]4[S:22][N:21]=[C:20]([CH:23]([CH3:25])[CH3:24])[N:19]=4)[CH2:14][CH2:13]3)[C:8]2=[O:26])=[C:4]([F:29])[CH:3]=1.CC1(C)C2C=CC=C(P(C3C=CC=CC=3)C3C=CC=CC=3)C=2OC2C1=CC=CC=2P(C1C=CC=CC=1)C1C=CC=CC=1.C(N(C(C)C)C(C)C)C.[SH:81][CH2:82][CH2:83][C:84]([O:86][CH3:87])=[O:85].